From a dataset of Reaction yield outcomes from USPTO patents with 853,638 reactions. Predict the reaction yield, written as a fraction of the theoretical maximum amount of product (1.0 means a 100% yield; for example, 0.34 means a 34% yield). (1) The reactants are N(C(N1[CH2:18][CH2:17][CH2:16][CH2:15][CH2:14]1)=O)=NC(N1[CH2:18][CH2:17][CH2:16][CH2:15][CH2:14]1)=O.C1(O)CCCCC1.C(P(CCCC)CCCC)CCC.[OH:39][C:40]1[CH:45]=[CH:44][C:43]([CH2:46][CH2:47][C:48]([CH3:58])([S:54]([CH3:57])(=[O:56])=[O:55])[C:49]([O:51][CH2:52][CH3:53])=[O:50])=[CH:42][CH:41]=1. The catalyst is C1COCC1.O. The product is [CH:16]1([CH2:15][CH2:14][O:39][C:40]2[CH:41]=[CH:42][C:43]([CH2:46][CH2:47][C:48]([CH3:58])([S:54]([CH3:57])(=[O:56])=[O:55])[C:49]([O:51][CH2:52][CH3:53])=[O:50])=[CH:44][CH:45]=2)[CH2:17][CH2:18]1. The yield is 0.660. (2) The reactants are [O-]CC.[Na+].[OH:5][C:6](=[CH:10][C:11]1[CH:16]=[CH:15][CH:14]=[C:13]([N+:17]([O-:19])=[O:18])[CH:12]=1)[C:7]([OH:9])=[O:8].[BH4-].[Na+].O. The catalyst is CO.CCCCCCC.C(OCC)(=O)C. The product is [OH:5][CH:6]([CH2:10][C:11]1[CH:16]=[CH:15][CH:14]=[C:13]([N+:17]([O-:19])=[O:18])[CH:12]=1)[C:7]([OH:9])=[O:8]. The yield is 0.570. (3) The reactants are [F:1][C:2]1[CH:3]=[CH:4][C:5]([NH:8][NH:9][C:10](=O)[C:11]([CH3:18])([N:13]2[CH2:17][CH2:16][CH2:15][CH2:14]2)[CH3:12])=[N:6][CH:7]=1.C1C=CC(P(C2C=CC=CC=2)C2C=CC=CC=2)=CC=1.CCN(CC)CC.ClC(Cl)(Cl)C(Cl)(Cl)Cl. The catalyst is C1COCC1. The product is [F:1][C:2]1[CH:3]=[CH:4][C:5]2[N:6]([C:10]([C:11]([CH3:18])([N:13]3[CH2:17][CH2:16][CH2:15][CH2:14]3)[CH3:12])=[N:9][N:8]=2)[CH:7]=1. The yield is 0.860. (4) The reactants are [BH4-].[Na+].[F:3][C:4]1([F:38])[O:8][C:7]2[CH:9]=[CH:10][C:11]([C:13]3([C:16]([NH:18][C:19]4[N:24]=[C:23]([C:25]5[CH:26]=[C:27]([CH:31]=[CH:32][CH:33]=5)[C:28]([OH:30])=[O:29])[C:22]([C:34](OC)=[O:35])=[CH:21][CH:20]=4)=[O:17])[CH2:15][CH2:14]3)=[CH:12][C:6]=2[O:5]1. The catalyst is C1COCC1. The product is [F:38][C:4]1([F:3])[O:8][C:7]2[CH:9]=[CH:10][C:11]([C:13]3([C:16]([NH:18][C:19]4[N:24]=[C:23]([C:25]5[CH:26]=[C:27]([CH:31]=[CH:32][CH:33]=5)[C:28]([OH:30])=[O:29])[C:22]([CH2:34][OH:35])=[CH:21][CH:20]=4)=[O:17])[CH2:14][CH2:15]3)=[CH:12][C:6]=2[O:5]1. The yield is 0.400. (5) The reactants are [Br:1][C:2]1[CH:7]=[CH:6][C:5]([NH:8][C:9]2[C:23]([CH:24]3O[CH:27]=[N:26][CH:25]3S(C3C=CC(C)=CC=3)(=O)=O)=[CH:22][C:12]3[N:13](CCS(C)(=O)=O)[CH:14]=[N:15][C:11]=3[C:10]=2[F:39])=[C:4]([Cl:40])[CH:3]=1.[NH3:41]. The catalyst is CO. The product is [Br:1][C:2]1[CH:7]=[CH:6][C:5]([NH:8][C:9]2[C:23]([C:24]3[NH:41][CH:27]=[N:26][CH:25]=3)=[CH:22][C:12]3[NH:13][CH:14]=[N:15][C:11]=3[C:10]=2[F:39])=[C:4]([Cl:40])[CH:3]=1. The yield is 0.0700.